This data is from Forward reaction prediction with 1.9M reactions from USPTO patents (1976-2016). The task is: Predict the product of the given reaction. Given the reactants [CH3:1][O:2][C:3]1[C:8]([C:9]([OH:11])=O)=[CH:7][C:6]([C:12]([NH2:14])=[O:13])=[CH:5][CH:4]=1.[Cl:15][C:16]1[CH:22]=[C:21]([F:23])[C:20]([CH3:24])=[CH:19][C:17]=1[NH2:18], predict the reaction product. The product is: [Cl:15][C:16]1[CH:22]=[C:21]([F:23])[C:20]([CH3:24])=[CH:19][C:17]=1[NH:18][C:9](=[O:11])[C:8]1[CH:7]=[C:6]([CH:5]=[CH:4][C:3]=1[O:2][CH3:1])[C:12]([NH2:14])=[O:13].